This data is from Full USPTO retrosynthesis dataset with 1.9M reactions from patents (1976-2016). The task is: Predict the reactants needed to synthesize the given product. (1) Given the product [Cl:27][C:22]1[CH:21]=[C:20]([C@@H:19]2[O:18][CH2:17][CH2:16][N:15]([C:28]([O:30][C:31]([CH3:34])([CH3:33])[CH3:32])=[O:29])[CH2:14][C@H:13]2[CH2:12][NH:11][C:9]([C:5]2[CH:6]=[CH:7][CH:8]=[C:3]([C:1]3[NH:37][N:36]=[N:35][N:2]=3)[CH:4]=2)=[O:10])[CH:25]=[CH:24][C:23]=1[Cl:26], predict the reactants needed to synthesize it. The reactants are: [C:1]([C:3]1[CH:4]=[C:5]([C:9]([NH:11][CH2:12][C@H:13]2[C@H:19]([C:20]3[CH:25]=[CH:24][C:23]([Cl:26])=[C:22]([Cl:27])[CH:21]=3)[O:18][CH2:17][CH2:16][N:15]([C:28]([O:30][C:31]([CH3:34])([CH3:33])[CH3:32])=[O:29])[CH2:14]2)=[O:10])[CH:6]=[CH:7][CH:8]=1)#[N:2].[N-:35]=[N+:36]=[N-:37].[Na+].[Cl-].[NH4+]. (2) Given the product [F:1][C:2]([F:7])([F:6])[C:3]([O-:5])=[O:4].[CH3:30][O:29][C:23]1[CH:28]=[CH:27][C:26]([I+:16][C:17]2[CH:18]=[N:19][CH:20]=[CH:21][CH:22]=2)=[CH:25][CH:24]=1, predict the reactants needed to synthesize it. The reactants are: [F:1][C:2]([F:7])([F:6])[C:3]([OH:5])=[O:4].C(O)(=O)C.C(O)(=O)C.[I:16][C:17]1[CH:18]=[N:19][CH:20]=[CH:21][CH:22]=1.[C:23]1([O:29][CH3:30])[CH:28]=[CH:27][CH:26]=[CH:25][CH:24]=1. (3) Given the product [CH3:1][C:2]1[NH:6][C:5]2[CH:7]=[C:8]([N+:14]([O-:16])=[O:15])[C:9]([N+:11]([O-:13])=[O:12])=[CH:10][C:4]=2[N:3]=1, predict the reactants needed to synthesize it. The reactants are: [CH3:1][C:2]1[NH:3][C:4]2[CH:10]=[C:9]([N+:11]([O-:13])=[O:12])[CH:8]=[CH:7][C:5]=2[N:6]=1.[N+:14]([O-])([OH:16])=[O:15]. (4) Given the product [OH:1][C:2]1[C:7]([C:8]([NH:17][CH:18]([C:34]2[CH:35]=[CH:36][C:37]([O:40][CH3:41])=[CH:38][CH:39]=2)[C:19]2[CH:20]=[CH:21][C:22]([CH2:23][P:24](=[O:31])([O:28][CH2:29][CH3:30])[O:25][CH2:26][CH3:27])=[CH:32][CH:33]=2)=[O:10])=[CH:6][N:5]=[C:4]([C:11]2[N:12]=[N:13][CH:14]=[CH:15][CH:16]=2)[N:3]=1, predict the reactants needed to synthesize it. The reactants are: [OH:1][C:2]1[C:7]([C:8]([OH:10])=O)=[CH:6][N:5]=[C:4]([C:11]2[N:12]=[N:13][CH:14]=[CH:15][CH:16]=2)[N:3]=1.[NH2:17][CH:18]([C:34]1[CH:39]=[CH:38][C:37]([O:40][CH3:41])=[CH:36][CH:35]=1)[C:19]1[CH:33]=[CH:32][C:22]([CH2:23][P:24](=[O:31])([O:28][CH2:29][CH3:30])[O:25][CH2:26][CH3:27])=[CH:21][CH:20]=1.CN(C(ON1N=NC2C=CC=NC1=2)=[N+](C)C)C.F[P-](F)(F)(F)(F)F.CCN(C(C)C)C(C)C. (5) Given the product [CH3:72][C:71]([CH3:74])([CH3:73])[CH2:70][C:42]1[CH:43]=[C:44]2[C@@H:49]([NH:50][CH2:51][C@@H:52]([OH:66])[C@@H:53]([NH:62][C:63](=[O:65])[CH3:64])[CH2:54][C:55]3[CH:60]=[CH:59][CH:58]=[C:57]([F:61])[CH:56]=3)[CH2:48][C:47]3([CH2:69][CH2:68][CH2:67]3)[O:46][C:45]2=[C:40]([O:2][CH3:1])[N:41]=1, predict the reactants needed to synthesize it. The reactants are: [C:1](=O)([O-])[O-:2].[Cs+].[Cs+].C(P(C(C)(C)C)C1C(C)=C(C)C(C)=C(C)C=1C1C2C(=CC=CC=2)C=CC=1C(C)C)(C)(C)C.Cl[C:40]1[N:41]=[C:42]([CH2:70][C:71]([CH3:74])([CH3:73])[CH3:72])[CH:43]=[C:44]2[C@@H:49]([NH:50][CH2:51][C@@H:52]([OH:66])[C@@H:53]([NH:62][C:63](=[O:65])[CH3:64])[CH2:54][C:55]3[CH:60]=[CH:59][CH:58]=[C:57]([F:61])[CH:56]=3)[CH2:48][C:47]3([CH2:69][CH2:68][CH2:67]3)[O:46][C:45]=12.CO. (6) Given the product [C:42]([N:41]1[CH:36]2[CH2:37][CH2:38][CH:39]1[CH:40]=[C:34]([C:9]1[CH:8]=[CH:7][C:3]([C:4]([NH2:6])=[O:5])=[C:2]([O:25][C:22]3[CH:21]=[CH:20][C:19]([O:12][C:13]4[CH:18]=[CH:17][CH:16]=[CH:15][CH:14]=4)=[CH:24][CH:23]=3)[N:10]=1)[CH2:35]2)(=[O:44])[CH:50]=[CH2:53], predict the reactants needed to synthesize it. The reactants are: Cl[C:2]1[N:10]=[C:9](Cl)[CH:8]=[CH:7][C:3]=1[C:4]([NH2:6])=[O:5].[O:12]([C:19]1[CH:24]=[CH:23][C:22]([OH:25])=[CH:21][CH:20]=1)[C:13]1[CH:18]=[CH:17][CH:16]=[CH:15][CH:14]=1.CC1(C)C(C)(C)OB([C:34]2[CH2:35][CH:36]3[N:41]([C:42]([O:44]C(C)(C)C)=O)[CH:39]([CH:40]=2)[CH2:38][CH2:37]3)O1.[C:50]([C:53]1C=CC(C2CCN(C(OC(C)(C)C)=O)CC=2)=NC=1NC1C=CC(CCN2CCCC2)=CC=1)(=O)N.O(C1C=C(C=CC=1)OC1N=CC(C2CCNCC2)=CC=1C(N)=O)C1C=CC=CC=1. (7) The reactants are: Cl[C:2]1[C:3](=[O:15])[N:4]([C@@H:9]([CH2:12][O:13][CH3:14])[CH2:10][CH3:11])[CH:5]=[C:6]([Cl:8])[N:7]=1.Cl.[Br:17][C:18]1[CH:19]=[C:20]([O:27][CH3:28])[CH:21]=[C:22]2[C:26]=1[NH:25][CH2:24][CH2:23]2. Given the product [Br:17][C:18]1[CH:19]=[C:20]([O:27][CH3:28])[CH:21]=[C:22]2[C:26]=1[N:25]([C:2]1[C:3](=[O:15])[N:4]([C@@H:9]([CH2:12][O:13][CH3:14])[CH2:10][CH3:11])[CH:5]=[C:6]([Cl:8])[N:7]=1)[CH2:24][CH2:23]2, predict the reactants needed to synthesize it.